Dataset: Reaction yield outcomes from USPTO patents with 853,638 reactions. Task: Predict the reaction yield, written as a fraction of the theoretical maximum amount of product (1.0 means a 100% yield; for example, 0.34 means a 34% yield). (1) The reactants are [Br:1][C:2]1[CH:10]=[CH:9][C:5]([C:6](Cl)=[O:7])=[CH:4][CH:3]=1.Cl.[CH3:12][NH:13][CH3:14].C(N(CC)CC)C. The catalyst is C(Cl)Cl. The product is [Br:1][C:2]1[CH:10]=[CH:9][C:5]([C:6]([N:13]([CH3:14])[CH3:12])=[O:7])=[CH:4][CH:3]=1. The yield is 0.830. (2) The product is [C:32]([O:31][C:29]([N:15]1[CH2:16][CH2:17][C@@H:12]([CH3:11])[C@@H:13]([C:18]([OH:20])=[O:19])[CH2:14]1)=[O:30])([CH3:35])([CH3:34])[CH3:33]. The catalyst is CCCCCCC.O.CCOCC.O1CCOCC1. The reactants are O[C@@H]([C@H](O)C(O)=O)C(O)=O.[CH3:11][C@@H:12]1[CH2:17][CH2:16][NH:15][CH2:14][C@@H:13]1[C:18]([O:20]CC)=[O:19].Cl.C([O-])(O)=O.[Na+].[C:29](O[C:29]([O:31][C:32]([CH3:35])([CH3:34])[CH3:33])=[O:30])([O:31][C:32]([CH3:35])([CH3:34])[CH3:33])=[O:30]. The yield is 0.890. (3) The reactants are [CH3:1][O:2][C:3]([N:5]1[CH2:10][CH2:9][CH:8]([C:11]([OH:13])=O)[CH2:7][CH:6]1[C:14]1[CH:19]=[CH:18][CH:17]=[CH:16][CH:15]=1)=[O:4].N1(C(N2C=CN=C2)=O)C=CN=C1.[CH2:32]([O:34][C:35](=[O:40])[CH2:36][C:37]([O-:39])=O)[CH3:33].[K+].[Cl-].[Mg+2].[Cl-].Cl. The catalyst is CN1C2C(N=C(N)NC=2NCC1CNC1C=CC(C(NC(C(O)=O)CCC(O)=O)=O)=CC=1)=O.CC(OC)(C)C. The product is [CH2:32]([O:34][C:35](=[O:40])[CH2:36][C:11]([C@@H:8]1[CH2:9][CH2:10][N:5]([C:3]([O:2][CH3:1])=[O:4])[C@@H:6]([C:14]2[CH:19]=[CH:18][CH:17]=[CH:16][CH:15]=2)[CH2:7]1)=[O:13])[CH3:33].[CH2:32]([O:34][C:35](=[O:40])[CH2:36][C:37]([C@H:8]1[CH2:9][CH2:10][N:5]([C:3]([O:2][CH3:1])=[O:4])[C@@H:6]([C:14]2[CH:19]=[CH:18][CH:17]=[CH:16][CH:15]=2)[CH2:7]1)=[O:39])[CH3:33]. The yield is 0.190. (4) The reactants are [OH:1][C:2]1[CH:3]=[C:4]([C@H:8]2[CH2:12][C:11]3([CH2:17][CH2:16][N:15]([C:18]([O:20][C:21]([CH3:24])([CH3:23])[CH3:22])=[O:19])[CH2:14][CH2:13]3)[O:10][CH2:9]2)[CH:5]=[CH:6][CH:7]=1.C(=O)([O-])[O-].[Cs+].[Cs+].[Cl:31][C:32]1[CH:33]=[CH:34][C:35](F)=[N:36][CH:37]=1.O. The catalyst is CN(C=O)C.C(OCC)(=O)C. The product is [Cl:31][C:32]1[CH:33]=[CH:34][C:35]([O:1][C:2]2[CH:3]=[C:4]([C@H:8]3[CH2:12][C:11]4([CH2:17][CH2:16][N:15]([C:18]([O:20][C:21]([CH3:24])([CH3:23])[CH3:22])=[O:19])[CH2:14][CH2:13]4)[O:10][CH2:9]3)[CH:5]=[CH:6][CH:7]=2)=[N:36][CH:37]=1. The yield is 0.964. (5) The reactants are [C:1]1(CC[C@H](C2C=CC=C(OCCCC(=O)NOC(C)(C)C)C=2)O)[CH:6]=CC=C[CH:2]=1.[O:29]=[C:30]([N:38]1[CH2:43][CH2:42][CH2:41][CH2:40][C@H:39]1[C:44]([OH:46])=[O:45])[C:31](=[O:37])[C:32]([CH3:36])([CH3:35])[CH2:33][CH3:34].C1(N=C=NC2CCCCC2)CCCCC1. The catalyst is C(Cl)Cl.CN(C)C1C=CN=CC=1. The product is [CH3:36][C:32]([CH3:35])([CH2:33][CH3:34])[C:31](=[O:37])[C:30]([N:38]1[CH2:43][CH2:42][CH2:41][CH2:40][C@H:39]1[C:44]([O:46][CH2:2][CH2:1][CH3:6])=[O:45])=[O:29]. The yield is 0.840. (6) The reactants are F[C:2]1[CH:3]=[C:4]2[C:9](=[CH:10][CH:11]=1)[C:8](=[O:12])[CH2:7][CH2:6][CH2:5]2.[C:13]1([SH:19])[CH:18]=[CH:17][CH:16]=[CH:15][CH:14]=1.C([O-])([O-])=O.[K+].[K+].O. The catalyst is CN1C(=O)CCC1.CCOC(C)=O. The product is [C:13]1([S:19][C:2]2[CH:3]=[C:4]3[C:9](=[CH:10][CH:11]=2)[C:8](=[O:12])[CH2:7][CH2:6][CH2:5]3)[CH:18]=[CH:17][CH:16]=[CH:15][CH:14]=1. The yield is 0.943. (7) The reactants are [Br:1][C:2]1[C:11]([F:12])=[CH:10][C:9]2[O:8][C@@:7]3([CH3:17])[CH2:13][CH2:14][O:15][CH2:16][C@H:6]3[C:5](=[O:18])[C:4]=2[CH:3]=1.C[Si]([N-][Si](C)(C)C)(C)C.[Li+].OC1C=CC=CC=1C(OCC)=O. The catalyst is O1CCCC1. The product is [Br:1][C:2]1[C:11]([F:12])=[CH:10][C:9]2[O:8][C@@:7]3([CH3:17])[CH2:13][CH2:14][O:15][CH2:16][C@@H:6]3[C:5](=[O:18])[C:4]=2[CH:3]=1. The yield is 0.880. (8) The reactants are Cl[C:2]1[C:7]([C:8]([O:10][CH2:11][CH3:12])=[S:9])=[CH:6][N:5]=[C:4]([CH3:13])[N:3]=1.[CH3:14][NH2:15].O. The catalyst is ClCCl.C(O)C. The product is [CH3:14][NH:15][C:2]1[C:7]([C:8]([O:10][CH2:11][CH3:12])=[S:9])=[CH:6][N:5]=[C:4]([CH3:13])[N:3]=1. The yield is 0.970.